Dataset: Forward reaction prediction with 1.9M reactions from USPTO patents (1976-2016). Task: Predict the product of the given reaction. (1) Given the reactants [NH2:1][C:2](=[O:34])[CH2:3][N:4]([S:20]([C:23]1[CH:32]=[CH:31][C:30]2[C:25](=[CH:26][CH:27]=[C:28]([Cl:33])[CH:29]=2)[CH:24]=1)(=[O:22])=[O:21])[C@H:5]1[CH2:9][CH2:8][N:7]([C@@H:10]([CH3:18])[C:11]([O:13]C(C)(C)C)=[O:12])[C:6]1=[O:19].FC(F)(F)C(O)=O, predict the reaction product. The product is: [NH2:1][C:2](=[O:34])[CH2:3][N:4]([S:20]([C:23]1[CH:32]=[CH:31][C:30]2[C:25](=[CH:26][CH:27]=[C:28]([Cl:33])[CH:29]=2)[CH:24]=1)(=[O:22])=[O:21])[C@H:5]1[CH2:9][CH2:8][N:7]([C@@H:10]([CH3:18])[C:11]([OH:13])=[O:12])[C:6]1=[O:19]. (2) The product is: [CH2:1]([N:8]1[CH2:14][C:13]2[CH:15]=[CH:16][C:17]([F:20])=[C:18]([CH:21]3[CH2:23][CH2:22]3)[C:12]=2[O:11][CH2:10][CH2:9]1)[C:2]1[CH:7]=[CH:6][CH:5]=[CH:4][CH:3]=1. Given the reactants [CH2:1]([N:8]1[CH2:14][C:13]2[CH:15]=[CH:16][C:17]([F:20])=[C:18](Br)[C:12]=2[O:11][CH2:10][CH2:9]1)[C:2]1[CH:7]=[CH:6][CH:5]=[CH:4][CH:3]=1.[CH:21]1(B(O)O)[CH2:23][CH2:22]1.C(=O)([O-])[O-].[K+].[K+].O1CCOCC1, predict the reaction product. (3) Given the reactants [Br:1][C:2]1[N:3]=[C:4]([CH2:7][O:8][N:9]=[C:10]([C:17]2[CH:22]=[CH:21][CH:20]=[CH:19][CH:18]=2)[C:11]2[NH:15][C:14](=[O:16])[O:13][N:12]=2)[S:5][CH:6]=1.CI.[C:25](=O)([O-])[O-].[K+].[K+], predict the reaction product. The product is: [Br:1][C:2]1[N:3]=[C:4]([CH2:7][O:8][N:9]=[C:10]([C:17]2[CH:22]=[CH:21][CH:20]=[CH:19][CH:18]=2)[C:11]2[N:15]([CH3:25])[C:14](=[O:16])[O:13][N:12]=2)[S:5][CH:6]=1. (4) Given the reactants [F:1][C:2]1[C:3]([C:8]2([C:13]#[N:14])[CH2:11][C:10](=C)[CH2:9]2)=[N:4][CH:5]=[CH:6][CH:7]=1.[OH2:15], predict the reaction product. The product is: [F:1][C:2]1[C:3]([C:8]2([C:13]#[N:14])[CH2:11][C:10](=[O:15])[CH2:9]2)=[N:4][CH:5]=[CH:6][CH:7]=1.